Dataset: HIV replication inhibition screening data with 41,000+ compounds from the AIDS Antiviral Screen. Task: Binary Classification. Given a drug SMILES string, predict its activity (active/inactive) in a high-throughput screening assay against a specified biological target. The drug is C[N+]1(C)COC(=S)S[Fe-4]123(SC(=S)OC[N+]2(C)C)SC(=S)OC[N+]3(C)C. The result is 0 (inactive).